From a dataset of Full USPTO retrosynthesis dataset with 1.9M reactions from patents (1976-2016). Predict the reactants needed to synthesize the given product. Given the product [CH3:3][C:2]([C:4]1[CH:9]=[CH:8][CH:7]=[CH:6][CH:5]=1)=[CH2:1].[CH2:10]1[C:18]2[C:13](=[CH:14][CH:15]=[CH:16][CH:17]=2)[CH:12]=[CH:11]1, predict the reactants needed to synthesize it. The reactants are: [CH3:1][C:2]([C:4]1[CH:9]=[CH:8][CH:7]=[CH:6][CH:5]=1)=[CH2:3].[CH2:10]1[C:18]2[C:13](=[CH:14][CH:15]=[CH:16][CH:17]=2)[CH:12]=[CH:11]1.